The task is: Predict the reactants needed to synthesize the given product.. This data is from Full USPTO retrosynthesis dataset with 1.9M reactions from patents (1976-2016). (1) Given the product [CH3:1][C:2]1[CH:7]=[C:6]([C:8]([N:10]2[CH2:14][CH2:13][CH2:12][CH:11]2[CH3:15])=[O:9])[C:5]([CH3:16])=[CH:4][C:3]=1[NH:17][C:18]([CH2:20][NH:21][C:22]1[CH:23]=[CH:24][C:25]([C:26]([NH2:35])=[NH:27])=[CH:28][CH:29]=1)=[O:19], predict the reactants needed to synthesize it. The reactants are: [CH3:1][C:2]1[CH:7]=[C:6]([C:8]([N:10]2[CH2:14][CH2:13][CH2:12][CH:11]2[CH3:15])=[O:9])[C:5]([CH3:16])=[CH:4][C:3]=1[NH:17][C:18]([CH2:20][NH:21][C:22]1[CH:29]=[CH:28][C:25]([C:26]#[N:27])=[CH:24][CH:23]=1)=[O:19].Cl.C([O-])(=O)C.[NH4+:35].ClCl. (2) Given the product [C:1]([O:5][C:6](=[O:19])[C:7]([CH3:9])([S:10][C:11]1[S:12][CH:13]=[C:14]([CH2:16][CH2:17][O:18][C:51]2[CH:50]=[CH:49][C:48]([C:45]3[CH:46]=[CH:47][C:42]([N+:39]([O-:41])=[O:40])=[CH:43][CH:44]=3)=[CH:53][CH:52]=2)[N:15]=1)[CH3:8])([CH3:2])([CH3:4])[CH3:3], predict the reactants needed to synthesize it. The reactants are: [C:1]([O:5][C:6](=[O:19])[C:7]([S:10][C:11]1[S:12][CH:13]=[C:14]([CH2:16][CH2:17][OH:18])[N:15]=1)([CH3:9])[CH3:8])([CH3:4])([CH3:3])[CH3:2].C1(P(C2C=CC=CC=2)C2C=CC=CC=2)C=CC=CC=1.[N+:39]([C:42]1[CH:47]=[CH:46][C:45]([C:48]2[CH:53]=[CH:52][C:51](O)=[CH:50][CH:49]=2)=[CH:44][CH:43]=1)([O-:41])=[O:40].N(C(OC(C)C)=O)=NC(OC(C)C)=O. (3) Given the product [OH:33][C:32]1[C:31]([CH3:34])=[CH:30][C:27]([CH2:28][NH:1][C:2]2[NH:6][N:5]=[C:4]([NH:7][C:8]3[CH:13]=[CH:12][C:11]([CH2:14][N:15]4[CH2:16][CH2:17][O:18][CH2:19][CH2:20]4)=[CH:10][CH:9]=3)[C:3]=2[C:21]([NH2:23])=[O:22])=[CH:26][C:25]=1[CH3:24], predict the reactants needed to synthesize it. The reactants are: [NH2:1][C:2]1[NH:6][N:5]=[C:4]([NH:7][C:8]2[CH:13]=[CH:12][C:11]([CH2:14][N:15]3[CH2:20][CH2:19][O:18][CH2:17][CH2:16]3)=[CH:10][CH:9]=2)[C:3]=1[C:21]([NH2:23])=[O:22].[CH3:24][C:25]1[CH:26]=[C:27]([CH:30]=[C:31]([CH3:34])[C:32]=1[OH:33])[CH:28]=O.CN(C=O)C.[BH4-].[Na+]. (4) The reactants are: [NH2:1][C:2]1[CH:29]=[CH:28][C:5]([O:6][C:7]2[CH:12]=[CH:11][N:10]=[C:9]([NH:13][C:14]([N:16]3[CH2:21][CH2:20][N:19]([CH2:22][CH2:23][N:24]4[CH2:27][CH2:26][CH2:25]4)[CH2:18][CH2:17]3)=[O:15])[CH:8]=2)=[CH:4][CH:3]=1.[C:30]1([CH2:36][C:37]([N:39]=[C:40]=[O:41])=[O:38])[CH:35]=[CH:34][CH:33]=[CH:32][CH:31]=1. Given the product [C:30]1([CH2:36][C:37]([NH:39][C:40](=[O:41])[NH:1][C:2]2[CH:3]=[CH:4][C:5]([O:6][C:7]3[CH:12]=[CH:11][N:10]=[C:9]([NH:13][C:14]([N:16]4[CH2:21][CH2:20][N:19]([CH2:22][CH2:23][N:24]5[CH2:27][CH2:26][CH2:25]5)[CH2:18][CH2:17]4)=[O:15])[CH:8]=3)=[CH:28][CH:29]=2)=[O:38])[CH:35]=[CH:34][CH:33]=[CH:32][CH:31]=1, predict the reactants needed to synthesize it. (5) Given the product [C:33]([O:32][C@@H:6]1[C@@H:5]([O:4][C:1](=[O:3])[CH3:2])[C@H:12]([O:13][C:14](=[O:16])[CH3:15])[C:9]2([CH2:10][CH2:11]2)[O:8][C@H:7]1[C:17]1[CH:22]=[CH:21][C:20]([Cl:23])=[C:19]([CH2:24][C:25]2[CH:26]=[CH:27][C:28]([O:31][C@H:44]3[CH2:45][CH2:46][O:42][CH2:43]3)=[CH:29][CH:30]=2)[CH:18]=1)(=[O:35])[CH3:34], predict the reactants needed to synthesize it. The reactants are: [C:1]([O:4][C@H:5]1[C@H:12]([O:13][C:14](=[O:16])[CH3:15])[C:9]2([CH2:11][CH2:10]2)[O:8][C@@H:7]([C:17]2[CH:22]=[CH:21][C:20]([Cl:23])=[C:19]([CH2:24][C:25]3[CH:30]=[CH:29][C:28]([OH:31])=[CH:27][CH:26]=3)[CH:18]=2)[C@@H:6]1[O:32][C:33](=[O:35])[CH3:34])(=[O:3])[CH3:2].C(=O)([O-])[O-].[Cs+].[Cs+].[O:42]1[CH2:46][CH2:45][C@@H:44](OS(C2C=CC(C)=CC=2)(=O)=O)[CH2:43]1. (6) The reactants are: [C:1]([NH:5][C:6]1[N:16]=[CH:15][CH:14]=[CH:13][C:7]=1[C:8]([O:10]CC)=[O:9])([CH3:4])([CH3:3])[CH3:2].O1CCCC1.[OH-].[Li+]. Given the product [C:1]([NH:5][C:6]1[N:16]=[CH:15][CH:14]=[CH:13][C:7]=1[C:8]([OH:10])=[O:9])([CH3:4])([CH3:2])[CH3:3], predict the reactants needed to synthesize it. (7) Given the product [ClH:1].[CH3:2][N:3]([CH3:37])[C:4](=[O:5])[O:63][C:60]1[CH:61]=[C:62]2[C:57](=[CH:58][CH:59]=1)[CH2:56][CH:55]2[CH2:54][N:52]([CH2:51][CH2:50][C:49]([N:46]1[CH2:47][CH2:48][C:42]2[CH:41]=[C:40]([O:39][CH3:38])[C:66]([O:67][CH3:68])=[CH:65][C:43]=2[CH2:44][CH2:45]1)=[O:64])[CH3:53], predict the reactants needed to synthesize it. The reactants are: [ClH:1].[CH3:2][N:3]([CH3:37])[C:4](=O)[O:5]C1C=C2C(=CC=1)C(CN(CCC(N1CCC3C=C(OC)C(OC)=CC=3CC1)=O)C)C2.[CH3:38][O:39][C:40]1[C:66]([O:67][CH3:68])=[CH:65][C:43]2[CH2:44][CH2:45][N:46]([C:49](=[O:64])[CH2:50][CH2:51][N:52]([CH2:54][CH:55]3[C:62]4[C:57](=[CH:58][CH:59]=[C:60]([OH:63])[CH:61]=4)[CH2:56]3)[CH3:53])[CH2:47][CH2:48][C:42]=2[CH:41]=1. (8) Given the product [NH2:46][C@@H:47]1[C@H:52]([NH:53][C:3]2[N:4]=[N:5][C:6]([C:17]([NH2:19])=[O:18])=[C:7]([NH:9][C:10]3[CH:15]=[CH:14][C:13]([CH3:16])=[CH:12][CH:11]=3)[N:8]=2)[CH2:51][CH2:50][O:49][CH2:48]1, predict the reactants needed to synthesize it. The reactants are: CS[C:3]1[N:4]=[N:5][C:6]([C:17]([NH2:19])=[O:18])=[C:7]([NH:9][C:10]2[CH:15]=[CH:14][C:13]([CH3:16])=[CH:12][CH:11]=2)[N:8]=1.C1C=C(Cl)C=C(C(OO)=O)C=1.CCN(C(C)C)C(C)C.C(OC(=O)[NH:46][C@@H:47]1[C@H:52]([NH2:53])[CH2:51][CH2:50][O:49][CH2:48]1)(C)(C)C.